Dataset: Full USPTO retrosynthesis dataset with 1.9M reactions from patents (1976-2016). Task: Predict the reactants needed to synthesize the given product. (1) Given the product [C:57]([O:56][C:54]([N:61]1[CH2:62][CH2:63][N:64]([C:22]([C:18]2[CH:19]=[C:20]3[C:15](=[CH:16][CH:17]=2)[CH2:14][N:13]([C:11](=[O:12])[C:10]2[CH:25]=[C:26]([CH:37]([CH3:39])[CH3:38])[C:27]([OH:29])=[CH:28][C:9]=2[OH:8])[CH2:21]3)=[O:23])[CH2:65][CH2:66]1)=[O:55])([CH3:60])([CH3:59])[CH3:58], predict the reactants needed to synthesize it. The reactants are: C([O:8][C:9]1[CH:28]=[C:27]([O:29]CC2C=CC=CC=2)[C:26]([CH:37]([CH3:39])[CH3:38])=[CH:25][C:10]=1[C:11]([N:13]1[CH2:21][C:20]2[C:15](=[CH:16][CH:17]=[C:18]([C:22](O)=[O:23])[CH:19]=2)[CH2:14]1)=[O:12])C1C=CC=CC=1.C(Cl)CCl.C1C=CC2N(O)N=NC=2C=1.[C:54]([N:61]1[CH2:66][CH2:65][NH:64][CH2:63][CH2:62]1)([O:56][C:57]([CH3:60])([CH3:59])[CH3:58])=[O:55]. (2) Given the product [Cl:23][CH2:11][C:9]1[CH:8]=[CH:7][C:6]([C:13]2[CH:18]=[C:17]([O:19][CH3:20])[CH:16]=[CH:15][C:14]=2[F:21])=[C:5]([C:2]([CH3:4])([CH3:3])[CH3:1])[CH:10]=1, predict the reactants needed to synthesize it. The reactants are: [CH3:1][C:2]([C:5]1[CH:10]=[C:9]([CH2:11]O)[CH:8]=[CH:7][C:6]=1[C:13]1[CH:18]=[C:17]([O:19][CH3:20])[CH:16]=[CH:15][C:14]=1[F:21])([CH3:4])[CH3:3].C(Cl)[Cl:23].S(Cl)(Cl)=O.